From a dataset of Catalyst prediction with 721,799 reactions and 888 catalyst types from USPTO. Predict which catalyst facilitates the given reaction. (1) Product: [CH3:10][O:1][C@H:2]1[C@@H:7]([C:8]#[N:9])[CH2:6][CH2:5][O:4][CH2:3]1. Reactant: [OH:1][C@H:2]1[C@@H:7]([C:8]#[N:9])[CH2:6][CH2:5][O:4][CH2:3]1.[CH2:10]([Li])CCC.COS(C(F)(F)F)(=O)=O. The catalyst class is: 7. (2) Reactant: [N+:1]([C:4]1[C:9]([OH:10])=[CH:8][CH:7]=[CH:6][C:5]=1[OH:11])([O-])=O. Product: [NH2:1][C:4]1[C:9]([OH:10])=[CH:8][CH:7]=[CH:6][C:5]=1[OH:11]. The catalyst class is: 19. (3) Reactant: [CH3:1][C:2]1[CH:6]=[CH:5][O:4][C:3]=1[C:7]([OH:9])=O.ON1C2C=CC=CC=2N=N1.Cl.C(N=C=NCCCN(C)C)C.C(N(CC)C(C)C)(C)C.[CH2:41]([NH2:48])[C:42]1[CH:47]=[CH:46][CH:45]=[CH:44][CH:43]=1. Product: [CH2:41]([NH:48][C:7]([C:3]1[O:4][CH:5]=[CH:6][C:2]=1[CH3:1])=[O:9])[C:42]1[CH:47]=[CH:46][CH:45]=[CH:44][CH:43]=1. The catalyst class is: 42. (4) Reactant: [C:1]([C:5]1[O:6][C:7](=[O:20])[CH:8]=[C:9]2[C:13]3[CH:14]=[C:15]([O:18][CH3:19])[CH:16]=[CH:17][C:12]=3[S:11][C:10]=12)([CH3:4])([CH3:3])[CH3:2].[CH2:21]([NH:25][CH2:26][CH2:27][CH2:28][CH3:29])[CH2:22][CH2:23][CH3:24]. Product: [CH2:21]([N:25]([CH2:26][CH2:27][CH2:28][CH3:29])[C:7](=[O:20])[CH2:8][C:9]1[C:13]2[CH:14]=[C:15]([O:18][CH3:19])[CH:16]=[CH:17][C:12]=2[S:11][C:10]=1[C:5](=[O:6])[C:1]([CH3:4])([CH3:2])[CH3:3])[CH2:22][CH2:23][CH3:24]. The catalyst class is: 3. (5) Reactant: [C:1]([O:5][C:6]([N:8]1[CH2:13][CH2:12][N:11]([C:14]2[CH:15]=[C:16]3[C:20](=[CH:21][CH:22]=2)[NH:19][CH:18]=[CH:17]3)[CH:10]([CH2:23][C:24]2[CH:29]=[CH:28][CH:27]=[CH:26][CH:25]=2)[CH2:9]1)=[O:7])([CH3:4])([CH3:3])[CH3:2].[OH-].[K+].[I:32]I.[O-]S([O-])(=S)=O.[Na+].[Na+].[H-].[Na+].[C:43]1([S:49](Cl)(=[O:51])=[O:50])[CH:48]=[CH:47][CH:46]=[CH:45][CH:44]=1. Product: [C:1]([O:5][C:6]([N:8]1[CH2:13][CH2:12][N:11]([C:14]2[CH:15]=[C:16]3[C:20](=[CH:21][CH:22]=2)[N:19]([S:49]([C:43]2[CH:48]=[CH:47][CH:46]=[CH:45][CH:44]=2)(=[O:51])=[O:50])[CH:18]=[C:17]3[I:32])[CH:10]([CH2:23][C:24]2[CH:25]=[CH:26][CH:27]=[CH:28][CH:29]=2)[CH2:9]1)=[O:7])([CH3:4])([CH3:2])[CH3:3]. The catalyst class is: 3. (6) Product: [CH3:23][Si:22]([CH3:25])([CH3:24])[CH2:21][CH2:20][O:19][CH2:18][N:14]1[C:13]2[CH:12]=[CH:11][CH:10]=[C:9]([OH:8])[C:17]=2[N:16]=[N:15]1. The catalyst class is: 7. Reactant: [Si]([O:8][C:9]1[C:17]2[N:16]=[N:15][N:14]([CH2:18][O:19][CH2:20][CH2:21][Si:22]([CH3:25])([CH3:24])[CH3:23])[C:13]=2[CH:12]=[CH:11][CH:10]=1)(C(C)(C)C)(C)C.[F-].C([N+](CCCC)(CCCC)CCCC)CCC.